From a dataset of Reaction yield outcomes from USPTO patents with 853,638 reactions. Predict the reaction yield, written as a fraction of the theoretical maximum amount of product (1.0 means a 100% yield; for example, 0.34 means a 34% yield). (1) The reactants are [NH2:1][C:2]1[CH:17]=[CH:16][C:5]([CH2:6][CH2:7][NH:8][C:9](=[O:15])[O:10][C:11]([CH3:14])([CH3:13])[CH3:12])=[CH:4][CH:3]=1.[Cl:18][CH2:19][C:20](Cl)=[O:21]. The catalyst is C(Cl)Cl.CN(C1C=CN=CC=1)C. The product is [Cl:18][CH2:19][C:20]([NH:1][C:2]1[CH:17]=[CH:16][C:5]([CH2:6][CH2:7][NH:8][C:9](=[O:15])[O:10][C:11]([CH3:14])([CH3:12])[CH3:13])=[CH:4][CH:3]=1)=[O:21]. The yield is 0.750. (2) The product is [CH2:1]([N:8]1[CH:12]=[C:11]([C:13]2[NH:21][C:20]3[C:19](=[O:22])[N:18]([CH2:23][CH2:24][CH3:25])[C:17]([NH:30][CH3:27])=[N:16][C:15]=3[N:14]=2)[CH:10]=[N:9]1)[C:2]1[CH:7]=[CH:6][CH:5]=[CH:4][CH:3]=1. The reactants are [CH2:1]([N:8]1[CH:12]=[C:11]([C:13]2[NH:21][C:20]3[C:19](=[O:22])[N:18]([CH2:23][CH2:24][CH3:25])[C:17](Cl)=[N:16][C:15]=3[N:14]=2)[CH:10]=[N:9]1)[C:2]1[CH:7]=[CH:6][CH:5]=[CH:4][CH:3]=1.[CH:27]([N:30](C(C)C)CC)(C)C.CN. The yield is 0.510. The catalyst is C1COCC1.